Task: Predict the reactants needed to synthesize the given product.. Dataset: Full USPTO retrosynthesis dataset with 1.9M reactions from patents (1976-2016) (1) Given the product [Si:1]([O:18][CH2:19][C:20]1[C:25]([N:26]2[CH2:31][C@H:30]([CH3:32])[O:29][C@H:28]([CH3:33])[CH2:27]2)=[C:24]([F:34])[C:23]([F:35])=[C:22]([C:39]([C:41]2[CH:45]=[C:44]([CH3:46])[O:43][N:42]=2)=[O:40])[CH:21]=1)([C:14]([CH3:16])([CH3:17])[CH3:15])([C:2]1[CH:7]=[CH:6][CH:5]=[CH:4][CH:3]=1)[C:8]1[CH:13]=[CH:12][CH:11]=[CH:10][CH:9]=1, predict the reactants needed to synthesize it. The reactants are: [Si:1]([O:18][CH2:19][C:20]1[C:25]([N:26]2[CH2:31][C@H:30]([CH3:32])[O:29][C@H:28]([CH3:33])[CH2:27]2)=[C:24]([F:34])[C:23]([F:35])=[CH:22][CH:21]=1)([C:14]([CH3:17])([CH3:16])[CH3:15])([C:8]1[CH:13]=[CH:12][CH:11]=[CH:10][CH:9]=1)[C:2]1[CH:7]=[CH:6][CH:5]=[CH:4][CH:3]=1.CON(C)[C:39]([C:41]1[CH:45]=[C:44]([CH3:46])[O:43][N:42]=1)=[O:40]. (2) Given the product [Br:1][C:2]1[CH:11]=[C:10]2[C:5]([C:6]([NH:25][CH2:24][CH2:23][NH:26][C:27](=[O:28])[O:29][C:30]([CH3:33])([CH3:32])[CH3:31])=[C:7]([N+:12]([O-:14])=[O:13])[CH:8]=[N:9]2)=[CH:4][CH:3]=1, predict the reactants needed to synthesize it. The reactants are: [Br:1][C:2]1[CH:11]=[C:10]2[C:5]([C:6](Cl)=[C:7]([N+:12]([O-:14])=[O:13])[CH:8]=[N:9]2)=[CH:4][CH:3]=1.C(N(CC)CC)C.[CH2:23]([NH2:26])[CH2:24][NH2:25].[C:27](O[C:27]([O:29][C:30]([CH3:33])([CH3:32])[CH3:31])=[O:28])([O:29][C:30]([CH3:33])([CH3:32])[CH3:31])=[O:28].